Dataset: Full USPTO retrosynthesis dataset with 1.9M reactions from patents (1976-2016). Task: Predict the reactants needed to synthesize the given product. Given the product [C:1]([O:5][C:6]([N:8]([C:13]1[CH:14]=[C:15]2[C:19](=[CH:20][CH:21]=1)[N:18]([CH2:22][C:23]([OH:25])=[O:24])[CH:17]=[CH:16]2)[S:9]([CH3:12])(=[O:11])=[O:10])=[O:7])([CH3:4])([CH3:2])[CH3:3], predict the reactants needed to synthesize it. The reactants are: [C:1]([O:5][C:6]([N:8]([C:13]1[CH:14]=[C:15]2[C:19](=[CH:20][CH:21]=1)[N:18]([CH2:22][C:23]([O:25]C)=[O:24])[CH:17]=[CH:16]2)[S:9]([CH3:12])(=[O:11])=[O:10])=[O:7])([CH3:4])([CH3:3])[CH3:2].C1COCC1.[OH-].[Li+].